This data is from Full USPTO retrosynthesis dataset with 1.9M reactions from patents (1976-2016). The task is: Predict the reactants needed to synthesize the given product. (1) Given the product [CH2:17]([O:16][C:14](=[O:15])[C:13]([C:2]1[C:10]2[O:9][CH:8]=[CH:7][C:6]=2[CH:5]=[C:4]([F:11])[CH:3]=1)=[O:19])[CH3:18], predict the reactants needed to synthesize it. The reactants are: Br[C:2]1[C:10]2[O:9][CH:8]=[CH:7][C:6]=2[CH:5]=[C:4]([F:11])[CH:3]=1.[Mg].[C:13](OCC)(=[O:19])[C:14]([O:16][CH2:17][CH3:18])=[O:15]. (2) Given the product [CH3:23][N:6]([CH3:5])[CH:7]1[CH2:11][CH2:10][N:9]([C:12]2[N:13]=[C:14]([O:21][CH3:22])[C:15]([NH:20][C:33]([C:31]3[O:32][C:28]([O:27][C:26]4[CH:37]=[C:38]([Si:41]([CH3:44])([CH3:43])[CH3:42])[CH:39]=[CH:40][C:25]=4[CH3:24])=[CH:29][CH:30]=3)=[O:34])=[C:16]([O:18][CH3:19])[N:17]=2)[CH2:8]1, predict the reactants needed to synthesize it. The reactants are: C[Al](C)C.[CH3:5][N:6]([CH3:23])[CH:7]1[CH2:11][CH2:10][N:9]([C:12]2[N:17]=[C:16]([O:18][CH3:19])[C:15]([NH2:20])=[C:14]([O:21][CH3:22])[N:13]=2)[CH2:8]1.[CH3:24][C:25]1[CH:40]=[CH:39][C:38]([Si:41]([CH3:44])([CH3:43])[CH3:42])=[CH:37][C:26]=1[O:27][C:28]1[O:32][C:31]([C:33](OC)=[O:34])=[CH:30][CH:29]=1. (3) Given the product [CH2:9]([C:5]1[CH:6]=[CH:7][CH:8]=[C:3]([CH2:1][CH3:2])[C:4]=1[C:11]1[CH:12]=[C:13]2[C:19]([CH2:20][CH:21]([CH2:24][CH2:25][CH3:26])[CH2:22][O:23][C:47](=[O:48])[NH:46][CH:43]([CH3:45])[CH3:44])=[CH:18][N:17]([C:27]3[CH:28]=[CH:29][C:30]([CH:33]([CH3:35])[CH3:34])=[CH:31][CH:32]=3)[C:14]2=[CH:15][N:16]=1)[CH3:10], predict the reactants needed to synthesize it. The reactants are: [CH2:1]([C:3]1[CH:8]=[CH:7][CH:6]=[C:5]([CH2:9][CH3:10])[C:4]=1[C:11]1[CH:12]=[C:13]2[C:19]([CH2:20][CH:21]([CH2:24][CH2:25][CH3:26])[CH2:22][OH:23])=[CH:18][N:17]([C:27]3[CH:32]=[CH:31][C:30]([CH:33]([CH3:35])[CH3:34])=[CH:29][CH:28]=3)[C:14]2=[CH:15][N:16]=1)[CH3:2].CCN(CC)CC.[CH:43]([N:46]=[C:47]=[O:48])([CH3:45])[CH3:44].